This data is from NCI-60 drug combinations with 297,098 pairs across 59 cell lines. The task is: Regression. Given two drug SMILES strings and cell line genomic features, predict the synergy score measuring deviation from expected non-interaction effect. (1) Drug 1: CC1=C(C=C(C=C1)NC(=O)C2=CC=C(C=C2)CN3CCN(CC3)C)NC4=NC=CC(=N4)C5=CN=CC=C5. Drug 2: CS(=O)(=O)CCNCC1=CC=C(O1)C2=CC3=C(C=C2)N=CN=C3NC4=CC(=C(C=C4)OCC5=CC(=CC=C5)F)Cl. Cell line: NCI-H322M. Synergy scores: CSS=-1.57, Synergy_ZIP=1.12, Synergy_Bliss=-4.90, Synergy_Loewe=-25.7, Synergy_HSA=-9.83. (2) Drug 1: CC1=C(C=C(C=C1)NC2=NC=CC(=N2)N(C)C3=CC4=NN(C(=C4C=C3)C)C)S(=O)(=O)N.Cl. Drug 2: CN(C)C1=NC(=NC(=N1)N(C)C)N(C)C. Cell line: OVCAR-4. Synergy scores: CSS=-4.73, Synergy_ZIP=0.217, Synergy_Bliss=-4.66, Synergy_Loewe=-9.34, Synergy_HSA=-7.96. (3) Drug 1: CCCS(=O)(=O)NC1=C(C(=C(C=C1)F)C(=O)C2=CNC3=C2C=C(C=N3)C4=CC=C(C=C4)Cl)F. Drug 2: C1C(C(OC1N2C=C(C(=O)NC2=O)F)CO)O. Cell line: HOP-62. Synergy scores: CSS=54.9, Synergy_ZIP=11.8, Synergy_Bliss=12.0, Synergy_Loewe=-5.25, Synergy_HSA=11.5. (4) Drug 1: CCC1(CC2CC(C3=C(CCN(C2)C1)C4=CC=CC=C4N3)(C5=C(C=C6C(=C5)C78CCN9C7C(C=CC9)(C(C(C8N6C)(C(=O)OC)O)OC(=O)C)CC)OC)C(=O)OC)O.OS(=O)(=O)O. Drug 2: CC=C1C(=O)NC(C(=O)OC2CC(=O)NC(C(=O)NC(CSSCCC=C2)C(=O)N1)C(C)C)C(C)C. Cell line: OVCAR-4. Synergy scores: CSS=18.6, Synergy_ZIP=-4.12, Synergy_Bliss=0.721, Synergy_Loewe=-20.9, Synergy_HSA=-0.493.